Dataset: Forward reaction prediction with 1.9M reactions from USPTO patents (1976-2016). Task: Predict the product of the given reaction. Given the reactants [N+:1]([C:4]1[C:9]2[NH:10][C:11]([C:16]3[CH:21]=[CH:20][CH:19]=[CH:18][N:17]=3)([C:14]#[N:15])[CH2:12][O:13][C:8]=2[CH:7]=[CH:6][CH:5]=1)([O-:3])=[O:2].[O-2].[Al+3].[O-2].[O-2].[Al+3].CS(O)(=O)=[O:29], predict the reaction product. The product is: [N+:1]([C:4]1[C:9]2[NH:10][C:11]([C:16]3[CH:21]=[CH:20][CH:19]=[CH:18][N:17]=3)([C:14]([NH2:15])=[O:29])[CH2:12][O:13][C:8]=2[CH:7]=[CH:6][CH:5]=1)([O-:3])=[O:2].